This data is from Full USPTO retrosynthesis dataset with 1.9M reactions from patents (1976-2016). The task is: Predict the reactants needed to synthesize the given product. Given the product [C:1]([O:5][C:6]([N:8]1[C:16]2[C:11](=[CH:12][C:13]([N:19]3[CH:24]=[CH:23][N:22]=[CH:21][C:20]3=[O:25])=[CH:14][CH:15]=2)[CH2:10][CH2:9]1)=[O:7])([CH3:4])([CH3:3])[CH3:2], predict the reactants needed to synthesize it. The reactants are: [C:1]([O:5][C:6]([N:8]1[C:16]2[C:11](=[CH:12][C:13](Br)=[CH:14][CH:15]=2)[CH2:10][CH2:9]1)=[O:7])([CH3:4])([CH3:3])[CH3:2].[Na].[NH:19]1[CH:24]=[CH:23][N:22]=[CH:21][C:20]1=[O:25].C(=O)([O-])[O-].[K+].[K+].OC1C=CC=C2C=1N=CC=C2.